Predict the product of the given reaction. From a dataset of Forward reaction prediction with 1.9M reactions from USPTO patents (1976-2016). (1) Given the reactants [CH2:1]([N:6]1[C:16]2[C:11](=[CH:12][CH:13]=[CH:14][CH:15]=2)[C:9](=O)[C:7]1=[O:8])[CH2:2][CH:3]([CH3:5])[CH3:4].Cl, predict the reaction product. The product is: [CH2:1]([N:6]1[C:16]2[C:11](=[CH:12][CH:13]=[CH:14][CH:15]=2)[CH2:9][C:7]1=[O:8])[CH2:2][CH:3]([CH3:5])[CH3:4]. (2) Given the reactants [CH3:1][O:2][C:3]1[C:8]([O:9][CH3:10])=[C:7]([O:11][CH3:12])[CH:6]=[CH:5][C:4]=1[OH:13].[Br:14][CH2:15][CH2:16][CH2:17][CH2:18]Br, predict the reaction product. The product is: [Br:14][CH2:15][CH2:16][CH2:17][CH2:18][O:13][C:4]1[CH:5]=[CH:6][C:7]([O:11][CH3:12])=[C:8]([O:9][CH3:10])[C:3]=1[O:2][CH3:1]. (3) Given the reactants [OH:1][C:2]1[C:7]([O:8][CH3:9])=[CH:6][CH:5]=[CH:4][C:3]=1[C:10]1[C:18]2[C:17]([NH:19][C@H:20]([C:22]3[N:27]([C:28]4[CH:33]=[CH:32][CH:31]=[CH:30][CH:29]=4)[C:26](=[O:34])[C:25]4=[C:35]([CH3:38])[CH:36]=[CH:37][N:24]4[N:23]=3)[CH3:21])=[N:16][CH:15]=[N:14][C:13]=2[N:12](COCC[Si](C)(C)C)[CH:11]=1.FC(F)(F)C(O)=O.N, predict the reaction product. The product is: [OH:1][C:2]1[C:7]([O:8][CH3:9])=[CH:6][CH:5]=[CH:4][C:3]=1[C:10]1[C:18]2[C:17]([NH:19][C@H:20]([C:22]3[N:27]([C:28]4[CH:33]=[CH:32][CH:31]=[CH:30][CH:29]=4)[C:26](=[O:34])[C:25]4=[C:35]([CH3:38])[CH:36]=[CH:37][N:24]4[N:23]=3)[CH3:21])=[N:16][CH:15]=[N:14][C:13]=2[NH:12][CH:11]=1.